From a dataset of Forward reaction prediction with 1.9M reactions from USPTO patents (1976-2016). Predict the product of the given reaction. Given the reactants [CH2:1]([O:8][C:9]1[CH:10]=[C:11]([CH:15]([NH:23][C:24]([CH:26]2[CH2:29][CH2:28][CH2:27]2)=[O:25])[C:16]2[C:21]([Cl:22])=[N:20][CH:19]=[CH:18][N:17]=2)[CH:12]=[CH:13][CH:14]=1)[C:2]1[CH:7]=[CH:6][CH:5]=[CH:4][CH:3]=1.[CH:30]1(C(O)=O)[CH2:33]C[CH2:31]1, predict the reaction product. The product is: [CH2:1]([O:8][C:9]1[CH:10]=[C:11]([CH:15]([NH:23][C:24]([CH:26]2[CH2:29][CH2:28][CH2:33][CH2:30][CH2:31][CH2:27]2)=[O:25])[C:16]2[C:21]([Cl:22])=[N:20][CH:19]=[CH:18][N:17]=2)[CH:12]=[CH:13][CH:14]=1)[C:2]1[CH:3]=[CH:4][CH:5]=[CH:6][CH:7]=1.